Dataset: Experimentally validated miRNA-target interactions with 360,000+ pairs, plus equal number of negative samples. Task: Binary Classification. Given a miRNA mature sequence and a target amino acid sequence, predict their likelihood of interaction. (1) The miRNA is hsa-miR-6880-3p with sequence CCGCCUUCUCUCCUCCCCCAG. The protein sequence of the target gene is MAAAALRAPTQVTVSPETHMDLTKGCVTFEDIAIYFSQDEWGLLDEAQRLLYLEVMLENFALVASLGCGHGTEDEETPSDQNVSVGVSQSKAGSSTQKTQSCEMCVPVLKDILHLADLPGQKPYLVGECTNHHQHQKHHSAKKSLKRDMDRASYVKCCLFCMSLKPFRKWEVGKDLPAMLRLLRSLVFPGGKKPGTITECGEDIRSQKSHYKSGECGKASRHKHTPVYHPRVYTGKKLYECSKCGKAFRGKYSLVQHQRVHTGERPWECNECGKFFSQTSHLNDHRRIHTGERPYECSEC.... Result: 0 (no interaction). (2) The miRNA is mmu-miR-543-3p with sequence AAACAUUCGCGGUGCACUUCUU. The protein sequence of the target gene is MRRVLRLLLGCFLTELCARMCRAQERSGHGQLAQLGGVLLLTGGNRSGAASGEAGEGVGGSDAPPTRAPTPDSCRGYFDVMGQWDPPFNCSSGDFIFCCGTCGFRFCCTFKKRRLNQSTCTNYDTPLWLNTGKPPARKDDPLHDPTKDKTNLIVYIICGVVAVMVLVGIFTKLGLEKAHRPQREHMSRALADVMRPQGHCNTDHMERDLNIVVHVQHYENMDSRTPINNLHTTQMNNAVPTSPLLQQMGHPHSYPNLGQISNPYEQQPPGKELNKYASLKAVGNSDGDWAVATLKSPKAD.... Result: 1 (interaction). (3) The miRNA is hsa-miR-4714-5p with sequence AACUCUGACCCCUUAGGUUGAU. The protein sequence of the target gene is MATEFIKSCCGGCFYGETEKHNFSVERDFKAAVPNSQNATISVPPLTSVSVKPQLGCTEDYLLSKLPSDGKEVPFVVPKFKLSYIQPRTQETPSHLEELEGSARASFGDRKVELSSSSQHGPSYDVYNPFYMYQHISPDLSRRFPPRSEVKRLYGSVCDLRTNKLPGSPGLSKSMFDLTNSSQRFIQRHDSLSSVPSSSSSRKNSQGSNRSLDTITLSGDERDFGRLNVKLFYNSSVEQIWITVLQCRDLSWPSSYGDTPTVSIKGILTLPKPVHFKSSAKEGSNAIEFMETFVFAIKLQ.... Result: 0 (no interaction). (4) The miRNA is hsa-miR-4668-5p with sequence AGGGAAAAAAAAAAGGAUUUGUC. The protein sequence of the target gene is MEGLAVRLLRGSRLLRRNFLTCLSSWKIPPHVSKSSQSEALLNITNNGIHFAPLQTFTDEEMMIKSSVKKFAQEQIAPLVSTMDENSKMEKSVIQGLFQQGLMGIEVDPEYGGTGASFLSTVLVIEELAKVDASVAVFCEIQNTLINTLIRKHGTEEQKATYLPQLTTEKVGSFCLSEAGAGSDSFALKTRADKEGDYYVLNGSKMWISSAEHAGLFLVMANVDPTIGYKGITSFLVDRDTPGLHIGKPENKLGLRASSTCPLTFENVKVPEANILGQIGHGYKYAIGSLNEGRIGIAAQ.... Result: 1 (interaction).